From a dataset of Full USPTO retrosynthesis dataset with 1.9M reactions from patents (1976-2016). Predict the reactants needed to synthesize the given product. The reactants are: [CH2:1]([O:8][C:9]1[CH:10]=[C:11]([CH:28]=[CH:29][C:30]=1[O:31][CH2:32][C:33]1[CH:38]=[CH:37][CH:36]=[CH:35][CH:34]=1)[C:12]1[O:13][C:14]2[C:19]([C:20](=[O:22])[CH:21]=1)=[CH:18][CH:17]=[C:16]([O:23][CH2:24][CH:25]1[O:27][CH2:26]1)[CH:15]=2)[C:2]1[CH:7]=[CH:6][CH:5]=[CH:4][CH:3]=1.[CH:39]([NH2:42])([CH3:41])[CH3:40]. Given the product [CH2:1]([O:8][C:9]1[CH:10]=[C:11]([CH:28]=[CH:29][C:30]=1[O:31][CH2:32][C:33]1[CH:34]=[CH:35][CH:36]=[CH:37][CH:38]=1)[C:12]1[O:13][C:14]2[C:19]([C:20](=[O:22])[CH:21]=1)=[CH:18][CH:17]=[C:16]([O:23][CH2:24][CH:25]([OH:27])[CH2:26][NH:42][CH:39]([CH3:41])[CH3:40])[CH:15]=2)[C:2]1[CH:7]=[CH:6][CH:5]=[CH:4][CH:3]=1, predict the reactants needed to synthesize it.